This data is from NCI-60 drug combinations with 297,098 pairs across 59 cell lines. The task is: Regression. Given two drug SMILES strings and cell line genomic features, predict the synergy score measuring deviation from expected non-interaction effect. (1) Drug 1: C1=CC=C(C=C1)NC(=O)CCCCCCC(=O)NO. Drug 2: CS(=O)(=O)CCNCC1=CC=C(O1)C2=CC3=C(C=C2)N=CN=C3NC4=CC(=C(C=C4)OCC5=CC(=CC=C5)F)Cl. Cell line: A498. Synergy scores: CSS=2.37, Synergy_ZIP=-5.68, Synergy_Bliss=-4.81, Synergy_Loewe=-6.06, Synergy_HSA=-2.85. (2) Drug 1: C1CCC(CC1)NC(=O)N(CCCl)N=O. Drug 2: C1C(C(OC1N2C=NC3=C2NC=NCC3O)CO)O. Cell line: OVCAR-5. Synergy scores: CSS=5.02, Synergy_ZIP=-3.24, Synergy_Bliss=-3.69, Synergy_Loewe=-5.44, Synergy_HSA=-4.56. (3) Drug 1: C#CCC(CC1=CN=C2C(=N1)C(=NC(=N2)N)N)C3=CC=C(C=C3)C(=O)NC(CCC(=O)O)C(=O)O. Drug 2: CCC1(C2=C(COC1=O)C(=O)N3CC4=CC5=C(C=CC(=C5CN(C)C)O)N=C4C3=C2)O.Cl. Cell line: NCI-H522. Synergy scores: CSS=27.5, Synergy_ZIP=0.127, Synergy_Bliss=-1.05, Synergy_Loewe=-1.25, Synergy_HSA=-1.19. (4) Drug 1: CCC1(CC2CC(C3=C(CCN(C2)C1)C4=CC=CC=C4N3)(C5=C(C=C6C(=C5)C78CCN9C7C(C=CC9)(C(C(C8N6C=O)(C(=O)OC)O)OC(=O)C)CC)OC)C(=O)OC)O.OS(=O)(=O)O. Drug 2: CN(C(=O)NC(C=O)C(C(C(CO)O)O)O)N=O. Cell line: SF-268. Synergy scores: CSS=11.3, Synergy_ZIP=-3.48, Synergy_Bliss=-2.87, Synergy_Loewe=-5.98, Synergy_HSA=-5.90. (5) Drug 1: CC1=C(C=C(C=C1)NC2=NC=CC(=N2)N(C)C3=CC4=NN(C(=C4C=C3)C)C)S(=O)(=O)N.Cl. Drug 2: C1=NC2=C(N=C(N=C2N1C3C(C(C(O3)CO)O)F)Cl)N. Cell line: MDA-MB-231. Synergy scores: CSS=30.9, Synergy_ZIP=0.879, Synergy_Bliss=2.90, Synergy_Loewe=-0.565, Synergy_HSA=4.83. (6) Drug 1: C1CCC(CC1)NC(=O)N(CCCl)N=O. Drug 2: B(C(CC(C)C)NC(=O)C(CC1=CC=CC=C1)NC(=O)C2=NC=CN=C2)(O)O. Cell line: SF-295. Synergy scores: CSS=44.0, Synergy_ZIP=7.42, Synergy_Bliss=11.0, Synergy_Loewe=15.5, Synergy_HSA=15.2. (7) Drug 1: CCCCCOC(=O)NC1=NC(=O)N(C=C1F)C2C(C(C(O2)C)O)O. Drug 2: CC12CCC3C(C1CCC2OP(=O)(O)O)CCC4=C3C=CC(=C4)OC(=O)N(CCCl)CCCl.[Na+]. Cell line: NCI-H322M. Synergy scores: CSS=2.79, Synergy_ZIP=-1.92, Synergy_Bliss=0.881, Synergy_Loewe=-2.32, Synergy_HSA=-0.0890. (8) Drug 1: CN(C)N=NC1=C(NC=N1)C(=O)N. Drug 2: CC1C(C(CC(O1)OC2CC(CC3=C2C(=C4C(=C3O)C(=O)C5=C(C4=O)C(=CC=C5)OC)O)(C(=O)CO)O)N)O.Cl. Cell line: HT29. Synergy scores: CSS=38.7, Synergy_ZIP=-3.02, Synergy_Bliss=-3.50, Synergy_Loewe=-15.1, Synergy_HSA=-2.26. (9) Drug 1: CCC1=CC2CC(C3=C(CN(C2)C1)C4=CC=CC=C4N3)(C5=C(C=C6C(=C5)C78CCN9C7C(C=CC9)(C(C(C8N6C)(C(=O)OC)O)OC(=O)C)CC)OC)C(=O)OC.C(C(C(=O)O)O)(C(=O)O)O. Drug 2: CCN(CC)CCCC(C)NC1=C2C=C(C=CC2=NC3=C1C=CC(=C3)Cl)OC. Cell line: K-562. Synergy scores: CSS=89.9, Synergy_ZIP=6.15, Synergy_Bliss=4.86, Synergy_Loewe=5.57, Synergy_HSA=7.59.